The task is: Predict the product of the given reaction.. This data is from Forward reaction prediction with 1.9M reactions from USPTO patents (1976-2016). (1) Given the reactants [BH4-].[Na+].[C:3]1([CH3:19])[CH:8]=[CH:7][CH:6]=[CH:5][C:4]=1[C:9]([CH:11]1[CH:16]2[CH2:17][CH2:18][N:13]([CH2:14][CH2:15]2)[CH2:12]1)=[O:10].O.C(OC(=O)C)C, predict the reaction product. The product is: [C:3]1([CH3:19])[CH:8]=[CH:7][CH:6]=[CH:5][C:4]=1[CH:9]([CH:11]1[CH:16]2[CH2:17][CH2:18][N:13]([CH2:14][CH2:15]2)[CH2:12]1)[OH:10]. (2) Given the reactants Br[C:2]1[C:3]2[N:4]([C:9](=[O:23])[N:10]([CH2:12][C:13]3[CH:14]=[N:15][C:16]([C:19]([F:22])([F:21])[F:20])=[CH:17][CH:18]=3)[N:11]=2)[CH:5]=[CH:6][C:7]=1[Cl:8].CC1(C)C(C)(C)OB([C:32]2[CH:37]=[CH:36][N:35]=[CH:34][CH:33]=2)O1, predict the reaction product. The product is: [Cl:8][C:7]1[CH:6]=[CH:5][N:4]2[C:9](=[O:23])[N:10]([CH2:12][C:13]3[CH:14]=[N:15][C:16]([C:19]([F:22])([F:21])[F:20])=[CH:17][CH:18]=3)[N:11]=[C:3]2[C:2]=1[C:32]1[CH:37]=[CH:36][N:35]=[CH:34][CH:33]=1. (3) Given the reactants [C:1]([O:5][C:6]([N:8]1[CH2:13][CH2:12][CH:11]([C:14]([OH:16])=O)[CH2:10][CH2:9]1)=[O:7])([CH3:4])([CH3:3])[CH3:2].[CH2:17]([O:24][C:25]([N:27]1[CH2:32][CH2:31][NH:30][C@@H:29]([CH3:33])[CH2:28]1)=[O:26])[C:18]1[CH:23]=[CH:22][CH:21]=[CH:20][CH:19]=1.C1C=CC2N(O)N=NC=2C=1.CCN(CC1C=CC=CC=1)CC.C=CC1C=CC=CC=1.C=CC1C=CC(C=C)=CC=1, predict the reaction product. The product is: [CH2:17]([O:24][C:25]([N:27]1[CH2:32][CH2:31][N:30]([C:14]([CH:11]2[CH2:10][CH2:9][N:8]([C:6]([O:5][C:1]([CH3:2])([CH3:3])[CH3:4])=[O:7])[CH2:13][CH2:12]2)=[O:16])[C@@H:29]([CH3:33])[CH2:28]1)=[O:26])[C:18]1[CH:19]=[CH:20][CH:21]=[CH:22][CH:23]=1. (4) Given the reactants Br[C:2]1[S:6][C:5]([CH3:7])=[C:4]([CH3:8])[CH:3]=1.[C:9]1(P([C:9]2[CH:14]=[CH:13][CH:12]=[CH:11][CH:10]=2)[C:9]2[CH:14]=[CH:13][CH:12]=[CH:11][CH:10]=2)[CH:14]=[CH:13][CH:12]=[CH:11][CH:10]=1.C1(B(O)O)C=CC=CC=1.C([O-])([O-])=O.[Na+].[Na+], predict the reaction product. The product is: [CH3:7][C:5]1[S:6][C:2]([C:9]2[CH:14]=[CH:13][CH:12]=[CH:11][CH:10]=2)=[CH:3][C:4]=1[CH3:8]. (5) Given the reactants C[O:2][C:3](=O)[CH2:4][O:5][C:6]1[C:11]([N+:12]([O-])=O)=[CH:10][C:9]([Br:15])=[CH:8][N:7]=1.[Sn](Cl)(Cl)(Cl)Cl.[OH-].[Na+], predict the reaction product. The product is: [Br:15][C:9]1[CH:8]=[N:7][C:6]2[O:5][CH2:4][C:3](=[O:2])[NH:12][C:11]=2[CH:10]=1. (6) The product is: [CH2:11]([O:40][C:37](=[O:38])[CH2:36][C:32]1[C:33](=[O:34])[O:29][C:22]2[C:21]([C:19]=1[C:15]1[CH:16]=[CH:17][CH:18]=[C:13]([Br:12])[CH:14]=1)=[CH:26][C:25]([CH3:27])=[C:24]([Cl:28])[CH:23]=2)[CH3:1]. Given the reactants [CH2:1]1[CH2:11]CN2C(=NCCC2)CC1.[Br:12][C:13]1[CH:14]=[C:15]([C:19]([C:21]2[CH:26]=[C:25]([CH3:27])[C:24]([Cl:28])=[CH:23][C:22]=2[OH:29])=O)[CH:16]=[CH:17][CH:18]=1.C([CH:32]([CH2:36][C:37](Cl)=[O:38])[C:33](Cl)=[O:34])C.[OH2:40], predict the reaction product. (7) Given the reactants [F:1][C:2]([F:31])([F:30])[C:3]1[CH:4]=[C:5]([C@H:13]2[O:18][C:17](=[O:19])[N:16]([CH2:20][C:21]3[C:26](Br)=[CH:25][CH:24]=[C:23]([Cl:28])[N:22]=3)[C@@H:15]([CH3:29])[CH2:14]2)[CH:6]=[C:7]([C:9]([F:12])([F:11])[F:10])[CH:8]=1.[CH3:32][O:33][C:34]1[CH:39]=[CH:38][C:37]([C:40]([CH3:44])([CH3:43])[CH2:41][OH:42])=[CH:36][C:35]=1B1OC(C)(C)C(C)(C)O1, predict the reaction product. The product is: [F:1][C:2]([F:31])([F:30])[C:3]1[CH:4]=[C:5]([C@H:13]2[O:18][C:17](=[O:19])[N:16]([CH2:20][C:21]3[C:26]([C:35]4[CH:36]=[C:37]([C:40]([CH3:44])([CH3:43])[CH2:41][OH:42])[CH:38]=[CH:39][C:34]=4[O:33][CH3:32])=[CH:25][CH:24]=[C:23]([Cl:28])[N:22]=3)[C@@H:15]([CH3:29])[CH2:14]2)[CH:6]=[C:7]([C:9]([F:12])([F:11])[F:10])[CH:8]=1. (8) Given the reactants [CH3:1][O:2][C:3]([C:5]1[S:6][C:7]([S:21][CH3:22])=[C:8]([S:10]([C:13]2[CH:14]=[N:15][C:16](Cl)=[C:17]([Br:19])[CH:18]=2)(=[O:12])=[O:11])[CH:9]=1)=[O:4].[CH:23]([N:26](C(C)C)CC)(C)C.[CH2:32]1[CH2:36][O:35][CH2:34][CH2:33]1.CN(C=O)C, predict the reaction product. The product is: [CH3:1][O:2][C:3]([C:5]1[S:6][C:7]([S:21][CH3:22])=[C:8]([S:10]([C:13]2[CH:14]=[N:15][C:16]([NH:26][CH2:23][CH:34]3[CH2:33][CH2:32][CH2:36][O:35]3)=[C:17]([Br:19])[CH:18]=2)(=[O:12])=[O:11])[CH:9]=1)=[O:4].